This data is from Full USPTO retrosynthesis dataset with 1.9M reactions from patents (1976-2016). The task is: Predict the reactants needed to synthesize the given product. (1) Given the product [CH3:1][O:2][C:3]1[CH:8]=[CH:7][C:6]([CH2:9][NH:10][S:18]([CH:15]2[CH2:16][CH2:17][C:12](=[O:11])[CH2:13][CH2:14]2)(=[O:20])=[O:19])=[CH:5][CH:4]=1, predict the reactants needed to synthesize it. The reactants are: [CH3:1][O:2][C:3]1[CH:8]=[CH:7][C:6]([CH2:9][NH2:10])=[CH:5][CH:4]=1.[O:11]=[C:12]1[CH2:17][CH2:16][CH:15]([S:18](Cl)(=[O:20])=[O:19])[CH2:14][CH2:13]1.C(N(CC)CC)C. (2) Given the product [CH3:1][O:2][C:3]1[CH:4]=[C:5]([CH:10]=[CH:11][C:12]=1[O:13][CH2:14][CH2:15][O:16][C:17]([F:18])([F:19])[F:20])[C:6]([OH:8])=[O:7], predict the reactants needed to synthesize it. The reactants are: [CH3:1][O:2][C:3]1[CH:4]=[C:5]([CH:10]=[CH:11][C:12]=1[O:13][CH2:14][CH2:15][O:16][C:17]([F:20])([F:19])[F:18])[C:6]([O:8]C)=[O:7].[OH-].[Na+]. (3) Given the product [NH2:15][C:16]1[C:17]2[CH:3]=[C:2]([CH2:1][CH2:5][OH:4])[S:30][C:18]=2[N:19]=[C:20]([C:22]2[CH:23]=[C:24]([CH:27]=[CH:28][CH:29]=2)[C:25]#[N:26])[N:21]=1, predict the reactants needed to synthesize it. The reactants are: [CH2:1]1[CH2:5][O:4][CH2:3][CH2:2]1.B1C2CCCC1CCC2.[NH2:15][C:16]1[C:17]2C=C(C=C)[S:30][C:18]=2[N:19]=[C:20]([C:22]2[CH:23]=[C:24]([CH:27]=[CH:28][CH:29]=2)[C:25]#[N:26])[N:21]=1. (4) Given the product [F:26][C:25]1[CH:24]=[CH:23][C:10]([CH2:11][C:12]2[C:21]3[C:16](=[CH:17][CH:18]=[CH:19][CH:20]=3)[C:15](=[O:22])[NH:14][N:13]=2)=[CH:9][C:8]=1[C:6]([N:4]1[CH2:3][CH:2]([NH:1][C:30]([CH:27]2[CH2:29][CH2:28]2)=[O:31])[CH2:5]1)=[O:7], predict the reactants needed to synthesize it. The reactants are: [NH2:1][CH:2]1[CH2:5][N:4]([C:6]([C:8]2[CH:9]=[C:10]([CH:23]=[CH:24][C:25]=2[F:26])[CH2:11][C:12]2[C:21]3[C:16](=[CH:17][CH:18]=[CH:19][CH:20]=3)[C:15](=[O:22])[NH:14][N:13]=2)=[O:7])[CH2:3]1.[CH:27]1([C:30](O)=[O:31])[CH2:29][CH2:28]1.Cl.C(N=C=NCCCN(C)C)C. (5) Given the product [CH3:30][C:8]1([CH3:31])[C:5]2=[N:6][CH:7]=[C:2]([N:32]3[CH2:37][CH2:36][O:35][CH2:34][CH2:33]3)[CH:3]=[C:4]2[N:10]([C:11]2[C:20]3[C:15](=[CH:16][C:17]([F:21])=[CH:18][CH:19]=3)[N:14]=[C:13]([C:22]3[NH:27][C:26](=[O:28])[CH:25]=[CH:24][CH:23]=3)[C:12]=2[CH3:29])[CH2:9]1, predict the reactants needed to synthesize it. The reactants are: Br[C:2]1[CH:3]=[C:4]2[N:10]([C:11]3[C:20]4[C:15](=[CH:16][C:17]([F:21])=[CH:18][CH:19]=4)[N:14]=[C:13]([C:22]4[NH:27][C:26](=[O:28])[CH:25]=[CH:24][CH:23]=4)[C:12]=3[CH3:29])[CH2:9][C:8]([CH3:31])([CH3:30])[C:5]2=[N:6][CH:7]=1.[NH:32]1[CH2:37][CH2:36][O:35][CH2:34][CH2:33]1.C1(P(C2CCCCC2)C2(C(C)C)CC(C(C)C)=CC(C(C)C)=C2C2C=CC=CC=2)CCCCC1.CC(C)([O-])C.[Na+]. (6) Given the product [NH2:2][C:3]1[C:4]([Cl:13])=[CH:5][C:6]([F:12])=[C:7]([CH:11]=1)[C:8]([NH:52][CH2:51][C:50]1[CH:53]=[CH:54][CH:55]=[C:48]([F:47])[CH:49]=1)=[O:10], predict the reactants needed to synthesize it. The reactants are: Cl.[NH2:2][C:3]1[C:4]([Cl:13])=[CH:5][C:6]([F:12])=[C:7]([CH:11]=1)[C:8]([OH:10])=O.CN(C(ON1N=NC2C=CC=CC1=2)=[N+](C)C)C.F[P-](F)(F)(F)(F)F.C(N(C(C)C)C(C)C)C.[F:47][C:48]1[CH:49]=[C:50]([CH:53]=[CH:54][CH:55]=1)[CH2:51][NH2:52].